From a dataset of Peptide-MHC class I binding affinity with 185,985 pairs from IEDB/IMGT. Regression. Given a peptide amino acid sequence and an MHC pseudo amino acid sequence, predict their binding affinity value. This is MHC class I binding data. (1) The peptide sequence is VFAVLSIVNR. The MHC is HLA-A33:01 with pseudo-sequence HLA-A33:01. The binding affinity (normalized) is 0.393. (2) The peptide sequence is SQILPDPLK. The MHC is HLA-A03:01 with pseudo-sequence HLA-A03:01. The binding affinity (normalized) is 0.0978. (3) The MHC is HLA-A01:01 with pseudo-sequence HLA-A01:01. The peptide sequence is AVASLLDEY. The binding affinity (normalized) is 0.392. (4) The peptide sequence is SGPSNTYPEI. The MHC is HLA-B44:02 with pseudo-sequence HLA-B44:02. The binding affinity (normalized) is 0.